From a dataset of Catalyst prediction with 721,799 reactions and 888 catalyst types from USPTO. Predict which catalyst facilitates the given reaction. Reactant: [F:1][C:2]1[CH:11]=[CH:10][CH:9]=[C:8](/[CH:12]=[C:13]2\[N:14]=C(C3C=CC=CC=3)[O:16][C:17]\2=[O:18])[C:3]=1[C:4](OC)=[O:5].[OH-].[K+]. Product: [F:1][C:2]1[CH:11]=[CH:10][CH:9]=[C:8]2[C:3]=1[C:4](=[O:5])[NH:14][C:13]([C:17]([OH:16])=[O:18])=[CH:12]2. The catalyst class is: 152.